From a dataset of Catalyst prediction with 721,799 reactions and 888 catalyst types from USPTO. Predict which catalyst facilitates the given reaction. (1) Reactant: [CH2:1]([O:3][C:4]([C:6]1[CH:11]=[CH:10][C:9]([C:12]2[CH:17]=[C:16]([NH2:18])[CH:15]=[CH:14][C:13]=2[CH3:19])=[CH:8][CH:7]=1)=[O:5])[CH3:2].C(N(CC)CC)C.[N:27]1([C:33](Cl)=[O:34])[CH2:32][CH2:31][O:30][CH2:29][CH2:28]1. Product: [CH2:1]([O:3][C:4]([C:6]1[CH:7]=[CH:8][C:9]([C:12]2[CH:17]=[C:16]([NH:18][C:33]([N:27]3[CH2:32][CH2:31][O:30][CH2:29][CH2:28]3)=[O:34])[CH:15]=[CH:14][C:13]=2[CH3:19])=[CH:10][CH:11]=1)=[O:5])[CH3:2]. The catalyst class is: 1. (2) Reactant: [Cl:1][C:2]1[CH:3]=[CH:4][C:5]2[N:6]([CH:8]=[CH:9][N:10]=2)[N:7]=1.C(=O)([O-])[O-].[K+].[K+].[C:30]1(P([C:30]2[CH:35]=[CH:34][CH:33]=[CH:32][CH:31]=2)[C:30]2[CH:35]=[CH:34][CH:33]=[CH:32][CH:31]=2)[CH:35]=[CH:34][CH:33]=[CH:32][CH:31]=1. Product: [Cl:1][C:2]1[CH:3]=[CH:4][C:5]2[N:6]([C:8]([C:32]3[C:31]4[C:30](=[CH:2][CH:3]=[CH:4][CH:5]=4)[CH:35]=[CH:34][CH:33]=3)=[CH:9][N:10]=2)[N:7]=1. The catalyst class is: 164. (3) Reactant: [CH2:1]([O:8][C:9]1[C:10]([C:28]([OH:30])=O)=[N:11][C:12]([CH2:16][C:17]2([C:22]3[CH:27]=[CH:26][CH:25]=[CH:24][CH:23]=3)[CH2:21][CH2:20][CH2:19][CH2:18]2)=[N:13][C:14]=1[OH:15])[C:2]1[CH:7]=[CH:6][CH:5]=[CH:4][CH:3]=1.[Si:31]([O:38][CH2:39][CH2:40][NH:41][CH:42]1[CH2:46][CH2:45][CH2:44][CH2:43]1)([C:34]([CH3:37])([CH3:36])[CH3:35])([CH3:33])[CH3:32].C(N(CC)C(C)C)(C)C.CN(C(ON1N=NC2C=CC=NC1=2)=[N+](C)C)C.F[P-](F)(F)(F)(F)F. Product: [Si:31]([O:38][CH2:39][CH2:40][N:41]([CH:42]1[CH2:43][CH2:44][CH2:45][CH2:46]1)[C:28]([C:10]1[C:9]([O:8][CH2:1][C:2]2[CH:3]=[CH:4][CH:5]=[CH:6][CH:7]=2)=[C:14]([OH:15])[N:13]=[C:12]([CH2:16][C:17]2([C:22]3[CH:23]=[CH:24][CH:25]=[CH:26][CH:27]=3)[CH2:21][CH2:20][CH2:19][CH2:18]2)[N:11]=1)=[O:30])([C:34]([CH3:37])([CH3:36])[CH3:35])([CH3:33])[CH3:32]. The catalyst class is: 35. (4) Reactant: [Cl:1][C:2]1[C:10]2[C:5](=[CH:6][CH:7]=[C:8]([NH2:11])[CH:9]=2)[NH:4][N:3]=1.[CH2:12]=[C:13]1[O:17][C:15](=[O:16])[CH2:14]1. Product: [Cl:1][C:2]1[C:10]2[C:5](=[CH:6][CH:7]=[C:8]([NH:11][C:15](=[O:16])[CH2:14][C:13](=[O:17])[CH3:12])[CH:9]=2)[NH:4][N:3]=1. The catalyst class is: 10. (5) Reactant: [F:1][C:2]1[CH:7]=[C:6]([O:8][CH3:9])[CH:5]=[CH:4][C:3]=1[CH2:10][C:11]([OH:13])=[O:12].CO.[Si](C=[N+]=[N-])(C)(C)[CH3:17]. Product: [F:1][C:2]1[CH:7]=[C:6]([O:8][CH3:9])[CH:5]=[CH:4][C:3]=1[CH2:10][C:11]([O:13][CH3:17])=[O:12]. The catalyst class is: 11. (6) Reactant: C(NC1C=C(O[C:12]2[CH:21]=[C:20]3[C:15]([CH2:16][CH2:17][CH:18]([C:22]([NH:24]C4C=C(C(F)(F)F)C=C(OC[C@H]5COC(C)(C)O5)C=4)=[O:23])[CH2:19]3)=[CH:14][CH:13]=2)C=CN=1)(=O)C.CC1C=CC(S(O)(=O)=O)=CC=1. Product: [CH2:19]1[C:20]2[C:15](=[CH:14][CH:13]=[CH:12][CH:21]=2)[CH2:16][CH2:17][CH:18]1[C:22]([NH2:24])=[O:23]. The catalyst class is: 24. (7) The catalyst class is: 6. Product: [O:8]=[C:6]1[N:5]([C:9]2[CH:14]=[CH:13][C:12]([N:15]3[CH2:20][CH2:19][O:18][CH2:17][C:16]3=[O:21])=[CH:11][CH:10]=2)[CH2:4][C@H:3]([CH2:2][NH:1][CH:22]=[O:23])[O:7]1. Reactant: [NH2:1][CH2:2][C@@H:3]1[O:7][C:6](=[O:8])[N:5]([C:9]2[CH:14]=[CH:13][C:12]([N:15]3[CH2:20][CH2:19][O:18][CH2:17][C:16]3=[O:21])=[CH:11][CH:10]=2)[CH2:4]1.[CH:22](O)=[O:23]. (8) Reactant: [CH2:1]([O:8][C:9]1[CH:14]=[CH:13][C:12]([N:15]2[CH:19]=[C:18](C=O)[CH:17]=[N:16]2)=[CH:11][CH:10]=1)[C:2]1[CH:7]=[CH:6][CH:5]=[CH:4][CH:3]=1.C1C=C(Cl)C=C([C:29](OO)=[O:30])C=1. Product: [CH2:1]([O:8][C:9]1[CH:10]=[CH:11][C:12]([N:15]2[CH:19]=[C:18]([O:30][CH3:29])[CH:17]=[N:16]2)=[CH:13][CH:14]=1)[C:2]1[CH:3]=[CH:4][CH:5]=[CH:6][CH:7]=1. The catalyst class is: 25.